The task is: Predict the product of the given reaction.. This data is from Forward reaction prediction with 1.9M reactions from USPTO patents (1976-2016). (1) Given the reactants C([CH:3]([C:7](Cl)=[O:8])[C:4](Cl)=[O:5])C.[NH2:10][C:11]1[CH:16]=[C:15]([F:17])[C:14]([O:18][CH3:19])=[CH:13][C:12]=1[C:20](=O)[CH2:21][CH3:22].C(N([CH2:29][CH3:30])CC)C.CC[O-:33].[Na+], predict the reaction product. The product is: [CH2:21]([C:20]1[C:12]2[C:11](=[CH:16][C:15]([F:17])=[C:14]([O:18][CH3:19])[CH:13]=2)[NH:10][C:7](=[O:8])[C:3]=1[C:4]([O:5][CH2:29][CH3:30])=[O:33])[CH3:22]. (2) Given the reactants [Cl:1][C:2]1[CH:3]=[CH:4][C:5]2[S:9][CH:8]=[C:7]([CH2:10][CH2:11][N:12]3[CH2:17][CH:16]=[C:15]([C:18]4[C:26]5[C:21](=[CH:22][CH:23]=[CH:24][CH:25]=5)[NH:20][CH:19]=4)[CH2:14][CH2:13]3)[C:6]=2[CH:27]=1.[CH3:28]CCCCC.CI, predict the reaction product. The product is: [Cl:1][C:2]1[CH:3]=[CH:4][C:5]2[S:9][CH:8]=[C:7]([CH2:10][CH2:11][N:12]3[CH2:13][CH:14]=[C:15]([C:18]4[C:26]5[C:21](=[CH:22][CH:23]=[CH:24][CH:25]=5)[N:20]([CH3:28])[CH:19]=4)[CH2:16][CH2:17]3)[C:6]=2[CH:27]=1. (3) Given the reactants C(NC(C1SC(N2C(O)CN(CC3C=CC(F)=CC=3)C2=O)=NC=1C)=O)C1C=CC=CC=1.[F:32][C:33]1[CH:62]=[CH:61][C:36]([CH2:37][N:38]2[CH2:42][CH:41](O)[N:40]([C:44]3[S:45][C:46]([C:50]([NH:52][CH2:53][C:54]4[CH:55]=[N:56][CH:57]=[CH:58][CH:59]=4)=[O:51])=[C:47]([CH3:49])[N:48]=3)[C:39]2=[O:60])=[CH:35][CH:34]=1, predict the reaction product. The product is: [F:32][C:33]1[CH:34]=[CH:35][C:36]([CH2:37][N:38]2[CH:42]=[CH:41][N:40]([C:44]3[S:45][C:46]([C:50]([NH:52][CH2:53][C:54]4[CH:55]=[N:56][CH:57]=[CH:58][CH:59]=4)=[O:51])=[C:47]([CH3:49])[N:48]=3)[C:39]2=[O:60])=[CH:61][CH:62]=1. (4) Given the reactants [F:1][C:2]([F:15])([F:14])[C:3](=[N:5][NH:6][C:7]1[CH:12]=[CH:11][C:10]([CH3:13])=[CH:9][CH:8]=1)[NH2:4].[CH3:16][O:17][C:18]1[CH:26]=[CH:25][C:21]([C:22](Cl)=O)=[CH:20][CH:19]=1.N1C=CC=CC=1, predict the reaction product. The product is: [CH3:16][O:17][C:18]1[CH:26]=[CH:25][C:21]([C:22]2[N:6]([C:7]3[CH:12]=[CH:11][C:10]([CH3:13])=[CH:9][CH:8]=3)[N:5]=[C:3]([C:2]([F:14])([F:15])[F:1])[N:4]=2)=[CH:20][CH:19]=1. (5) Given the reactants [CH2:1]([OH:7])[C@@H:2]1[O:6][CH2:5][CH2:4][CH2:3]1.[C:8]1([CH3:18])[CH:13]=[CH:12][C:11]([S:14](Cl)(=[O:16])=[O:15])=[CH:10][CH:9]=1, predict the reaction product. The product is: [O:6]1[CH2:5][CH2:4][CH2:3][C@@H:2]1[CH2:1][O:7][S:14]([C:11]1[CH:12]=[CH:13][C:8]([CH3:18])=[CH:9][CH:10]=1)(=[O:16])=[O:15].